Dataset: Forward reaction prediction with 1.9M reactions from USPTO patents (1976-2016). Task: Predict the product of the given reaction. Given the reactants C(OC(=O)[N:7]([C@@H:10]([CH3:45])[C:11]([NH:13][C@@H:14]([CH:39]1[CH2:44][CH2:43][CH2:42][CH2:41][CH2:40]1)[C:15]([N:17]1[C@H:22]([C:23](=[O:35])[NH:24][C@H:25]2[C:34]3[C:29](=[CH:30][CH:31]=[CH:32][CH:33]=3)[O:28][CH2:27][CH2:26]2)[CH2:21][N:20]2[CH2:36][CH2:37][CH2:38][C@@H:19]2[CH2:18]1)=[O:16])=[O:12])[CH2:8][CH3:9])(C)(C)C.C(OCC)(=O)C.[ClH:53], predict the reaction product. The product is: [ClH:53].[ClH:53].[CH:39]1([C@H:14]([NH:13][C:11](=[O:12])[C@H:10]([CH3:45])[NH:7][CH2:8][CH3:9])[C:15]([N:17]2[C@H:22]([C:23]([NH:24][C@H:25]3[C:34]4[C:29](=[CH:30][CH:31]=[CH:32][CH:33]=4)[O:28][CH2:27][CH2:26]3)=[O:35])[CH2:21][N:20]3[CH2:36][CH2:37][CH2:38][C@@H:19]3[CH2:18]2)=[O:16])[CH2:44][CH2:43][CH2:42][CH2:41][CH2:40]1.